From a dataset of NCI-60 drug combinations with 297,098 pairs across 59 cell lines. Regression. Given two drug SMILES strings and cell line genomic features, predict the synergy score measuring deviation from expected non-interaction effect. (1) Drug 1: CC1=C(N=C(N=C1N)C(CC(=O)N)NCC(C(=O)N)N)C(=O)NC(C(C2=CN=CN2)OC3C(C(C(C(O3)CO)O)O)OC4C(C(C(C(O4)CO)O)OC(=O)N)O)C(=O)NC(C)C(C(C)C(=O)NC(C(C)O)C(=O)NCCC5=NC(=CS5)C6=NC(=CS6)C(=O)NCCC[S+](C)C)O. Drug 2: C1CC(=O)NC(=O)C1N2C(=O)C3=CC=CC=C3C2=O. Cell line: BT-549. Synergy scores: CSS=28.8, Synergy_ZIP=-0.350, Synergy_Bliss=-1.24, Synergy_Loewe=-18.3, Synergy_HSA=0.805. (2) Drug 1: CC(CN1CC(=O)NC(=O)C1)N2CC(=O)NC(=O)C2. Drug 2: CC(C1=C(C=CC(=C1Cl)F)Cl)OC2=C(N=CC(=C2)C3=CN(N=C3)C4CCNCC4)N. Cell line: HS 578T. Synergy scores: CSS=9.45, Synergy_ZIP=-0.315, Synergy_Bliss=2.81, Synergy_Loewe=-2.65, Synergy_HSA=-2.28. (3) Drug 1: C1=CC(=CC=C1CC(C(=O)O)N)N(CCCl)CCCl.Cl. Drug 2: CCN(CC)CCNC(=O)C1=C(NC(=C1C)C=C2C3=C(C=CC(=C3)F)NC2=O)C. Cell line: DU-145. Synergy scores: CSS=7.33, Synergy_ZIP=0.682, Synergy_Bliss=5.30, Synergy_Loewe=1.47, Synergy_HSA=1.93. (4) Drug 1: CC1C(C(CC(O1)OC2CC(CC3=C2C(=C4C(=C3O)C(=O)C5=C(C4=O)C(=CC=C5)OC)O)(C(=O)CO)O)N)O.Cl. Drug 2: COCCOC1=C(C=C2C(=C1)C(=NC=N2)NC3=CC=CC(=C3)C#C)OCCOC.Cl. Cell line: SF-268. Synergy scores: CSS=2.29, Synergy_ZIP=0.384, Synergy_Bliss=3.11, Synergy_Loewe=0.179, Synergy_HSA=0.374. (5) Synergy scores: CSS=24.6, Synergy_ZIP=-3.56, Synergy_Bliss=-0.400, Synergy_Loewe=-0.0403, Synergy_HSA=1.23. Drug 2: CC(C)NC(=O)C1=CC=C(C=C1)CNNC.Cl. Cell line: HS 578T. Drug 1: C1CN(CCN1C(=O)CCBr)C(=O)CCBr. (6) Drug 1: C1C(C(OC1N2C=C(C(=O)NC2=O)F)CO)O. Drug 2: CC12CCC3C(C1CCC2O)C(CC4=C3C=CC(=C4)O)CCCCCCCCCS(=O)CCCC(C(F)(F)F)(F)F. Cell line: HOP-62. Synergy scores: CSS=9.40, Synergy_ZIP=0.415, Synergy_Bliss=-0.852, Synergy_Loewe=-2.74, Synergy_HSA=-2.64. (7) Drug 1: CC12CCC3C(C1CCC2O)C(CC4=C3C=CC(=C4)O)CCCCCCCCCS(=O)CCCC(C(F)(F)F)(F)F. Drug 2: N.N.Cl[Pt+2]Cl. Cell line: HOP-62. Synergy scores: CSS=30.6, Synergy_ZIP=-5.72, Synergy_Bliss=-3.50, Synergy_Loewe=-9.22, Synergy_HSA=-3.02.